This data is from TCR-epitope binding with 47,182 pairs between 192 epitopes and 23,139 TCRs. The task is: Binary Classification. Given a T-cell receptor sequence (or CDR3 region) and an epitope sequence, predict whether binding occurs between them. The epitope is FTISVTTEIL. The TCR CDR3 sequence is CASSPGEISYNEQFF. Result: 0 (the TCR does not bind to the epitope).